Dataset: Full USPTO retrosynthesis dataset with 1.9M reactions from patents (1976-2016). Task: Predict the reactants needed to synthesize the given product. (1) Given the product [C:1]([O:4][C@H:5]1[CH2:9][C@H:8]([N:10]2[C:14]3[N:15]=[CH:16][N:17]=[C:18]([NH:19][C@@H:20]4[C:28]5[C:23](=[CH:24][CH:25]=[CH:26][CH:27]=5)[CH2:22][CH2:21]4)[C:13]=3[CH:12]=[CH:11]2)[CH2:7][C@H:6]1[CH2:29][O:30][S:32]([NH2:35])(=[O:34])=[O:33])(=[O:3])[CH3:2], predict the reactants needed to synthesize it. The reactants are: [C:1]([O:4][C@H:5]1[CH2:9][C@H:8]([N:10]2[C:14]3[N:15]=[CH:16][N:17]=[C:18]([NH:19][C@@H:20]4[C:28]5[C:23](=[CH:24][CH:25]=[CH:26][CH:27]=5)[CH2:22][CH2:21]4)[C:13]=3[CH:12]=[CH:11]2)[CH2:7][C@H:6]1[CH2:29][OH:30])(=[O:3])[CH3:2].Cl[S:32]([NH2:35])(=[O:34])=[O:33]. (2) Given the product [NH2:1][C:2]1[C:7]([F:14])=[C:6]([Cl:8])[N:5]=[C:4]([C:9]([OH:11])=[O:10])[C:3]=1[Cl:12], predict the reactants needed to synthesize it. The reactants are: [NH2:1][C:2]1[CH:7]=[C:6]([Cl:8])[N:5]=[C:4]([C:9]([OH:11])=[O:10])[C:3]=1[Cl:12].[B-](F)(F)(F)[F:14].[B-](F)(F)(F)F.C1[N+]2(CCl)CC[N+](F)(CC2)C1. (3) Given the product [C:34]1([NH:33][S:2]([C:5]2[CH:10]=[CH:9][C:8]([NH:11][C:12]([N:20]3[CH2:19][CH2:18][C:17]4[C:22](=[C:23]([N:26]5[CH2:27][CH2:28][N:29]([CH3:32])[CH2:30][CH2:31]5)[CH:24]=[CH:25][C:16]=4[O:15][CH3:14])[CH2:21]3)=[O:13])=[CH:7][CH:6]=2)(=[O:4])=[O:3])[CH:39]=[CH:38][CH:37]=[CH:36][CH:35]=1, predict the reactants needed to synthesize it. The reactants are: Cl[S:2]([C:5]1[CH:10]=[CH:9][C:8]([N:11]=[C:12]=[O:13])=[CH:7][CH:6]=1)(=[O:4])=[O:3].[CH3:14][O:15][C:16]1[CH:25]=[CH:24][C:23]([N:26]2[CH2:31][CH2:30][N:29]([CH3:32])[CH2:28][CH2:27]2)=[C:22]2[C:17]=1[CH2:18][CH2:19][NH:20][CH2:21]2.[NH2:33][C:34]1[CH:39]=[CH:38][CH:37]=[CH:36][CH:35]=1.C(=O)([O-])[O-].[K+].[K+].